This data is from Forward reaction prediction with 1.9M reactions from USPTO patents (1976-2016). The task is: Predict the product of the given reaction. (1) Given the reactants [Cl:1][C:2]1[CH:3]=[CH:4][C:5]([O:20][CH:21]2[CH2:23][CH2:22]2)=[C:6]([CH:19]=1)[C:7]([C:9](=[CH:15][N:16](C)C)[C:10]([O:12][CH2:13][CH3:14])=[O:11])=O.[NH2:24]N, predict the reaction product. The product is: [Cl:1][C:2]1[CH:3]=[CH:4][C:5]([O:20][CH:21]2[CH2:23][CH2:22]2)=[C:6]([C:7]2[C:9]([C:10]([O:12][CH2:13][CH3:14])=[O:11])=[CH:15][NH:16][N:24]=2)[CH:19]=1. (2) Given the reactants [Cl:1][C:2]1[CH:15]=[CH:14][C:5]([CH2:6][N:7]2[CH2:12][CH2:11][CH:10]([NH2:13])[CH2:9][CH2:8]2)=[CH:4][C:3]=1[O:16][CH2:17][CH3:18].[CH3:19][C:20]1[CH:28]=[CH:27][C:23]([C:24](Cl)=[O:25])=[CH:22][CH:21]=1, predict the reaction product. The product is: [Cl:1][C:2]1[CH:15]=[CH:14][C:5]([CH2:6][N:7]2[CH2:12][CH2:11][CH:10]([NH:13][C:24](=[O:25])[C:23]3[CH:27]=[CH:28][C:20]([CH3:19])=[CH:21][CH:22]=3)[CH2:9][CH2:8]2)=[CH:4][C:3]=1[O:16][CH2:17][CH3:18].